This data is from Catalyst prediction with 721,799 reactions and 888 catalyst types from USPTO. The task is: Predict which catalyst facilitates the given reaction. Reactant: S([O-])([O-])=S.[Na+].[Na+].[C:7](=O)(O)[O-].[Na+].[Br:12][C:13]1[CH:14]=[C:15]([CH:19]=[C:20]([S:23](Cl)(=[O:25])=[O:24])[C:21]=1[F:22])[C:16]([OH:18])=[O:17].ClCC(O)=O.[OH-].[Na+]. Product: [Br:12][C:13]1[CH:14]=[C:15]([CH:19]=[C:20]([S:23]([CH3:7])(=[O:25])=[O:24])[C:21]=1[F:22])[C:16]([OH:18])=[O:17]. The catalyst class is: 6.